Dataset: Reaction yield outcomes from USPTO patents with 853,638 reactions. Task: Predict the reaction yield, written as a fraction of the theoretical maximum amount of product (1.0 means a 100% yield; for example, 0.34 means a 34% yield). The reactants are [O:1]=[S:2]1(=[O:33])[C:8]2[CH:9]=[C:10]([O:14][CH2:15][C:16]([O:18]CC)=[O:17])[C:11]([Br:13])=[CH:12][C:7]=2[N:6]([C:21]2[CH:26]=[CH:25][CH:24]=[CH:23][CH:22]=2)[CH2:5][C:4]([CH2:29][CH2:30][CH2:31][CH3:32])([CH2:27][CH3:28])[CH2:3]1.[OH-].[Na+].C(O)(=O)C. The catalyst is C(O)C. The product is [O:33]=[S:2]1(=[O:1])[C:8]2[CH:9]=[C:10]([O:14][CH2:15][C:16]([OH:18])=[O:17])[C:11]([Br:13])=[CH:12][C:7]=2[N:6]([C:21]2[CH:26]=[CH:25][CH:24]=[CH:23][CH:22]=2)[CH2:5][C:4]([CH2:29][CH2:30][CH2:31][CH3:32])([CH2:27][CH3:28])[CH2:3]1. The yield is 0.900.